This data is from NCI-60 drug combinations with 297,098 pairs across 59 cell lines. The task is: Regression. Given two drug SMILES strings and cell line genomic features, predict the synergy score measuring deviation from expected non-interaction effect. (1) Drug 1: CC1C(C(CC(O1)OC2CC(CC3=C2C(=C4C(=C3O)C(=O)C5=C(C4=O)C(=CC=C5)OC)O)(C(=O)CO)O)N)O.Cl. Drug 2: CCN(CC)CCCC(C)NC1=C2C=C(C=CC2=NC3=C1C=CC(=C3)Cl)OC. Cell line: SN12C. Synergy scores: CSS=9.14, Synergy_ZIP=-4.95, Synergy_Bliss=3.19, Synergy_Loewe=-5.71, Synergy_HSA=0.788. (2) Drug 1: CN1C2=C(C=C(C=C2)N(CCCl)CCCl)N=C1CCCC(=O)O.Cl. Drug 2: C1CCC(C(C1)N)N.C(=O)(C(=O)[O-])[O-].[Pt+4]. Cell line: KM12. Synergy scores: CSS=19.2, Synergy_ZIP=-3.69, Synergy_Bliss=1.20, Synergy_Loewe=-11.3, Synergy_HSA=-4.22. (3) Drug 1: C1=NC2=C(N1)C(=S)N=C(N2)N. Drug 2: C#CCC(CC1=CN=C2C(=N1)C(=NC(=N2)N)N)C3=CC=C(C=C3)C(=O)NC(CCC(=O)O)C(=O)O. Cell line: OVCAR-5. Synergy scores: CSS=28.2, Synergy_ZIP=-6.15, Synergy_Bliss=-11.0, Synergy_Loewe=-8.63, Synergy_HSA=-8.60. (4) Drug 1: CC1OCC2C(O1)C(C(C(O2)OC3C4COC(=O)C4C(C5=CC6=C(C=C35)OCO6)C7=CC(=C(C(=C7)OC)O)OC)O)O. Drug 2: CN1C2=C(C=C(C=C2)N(CCCl)CCCl)N=C1CCCC(=O)O.Cl. Cell line: NCI-H322M. Synergy scores: CSS=3.02, Synergy_ZIP=-1.04, Synergy_Bliss=0.175, Synergy_Loewe=-4.89, Synergy_HSA=-0.355. (5) Drug 1: C1CCC(CC1)NC(=O)N(CCCl)N=O. Drug 2: C1=CC=C(C(=C1)C(C2=CC=C(C=C2)Cl)C(Cl)Cl)Cl. Cell line: OVCAR-4. Synergy scores: CSS=9.17, Synergy_ZIP=-2.19, Synergy_Bliss=2.77, Synergy_Loewe=1.71, Synergy_HSA=3.62. (6) Drug 1: CC1OCC2C(O1)C(C(C(O2)OC3C4COC(=O)C4C(C5=CC6=C(C=C35)OCO6)C7=CC(=C(C(=C7)OC)O)OC)O)O. Drug 2: C1=C(C(=O)NC(=O)N1)F. Cell line: SNB-75. Synergy scores: CSS=46.0, Synergy_ZIP=6.26, Synergy_Bliss=8.92, Synergy_Loewe=10.6, Synergy_HSA=12.8. (7) Drug 1: C1=CC(=CC=C1CCC2=CNC3=C2C(=O)NC(=N3)N)C(=O)NC(CCC(=O)O)C(=O)O. Drug 2: CN(CC1=CN=C2C(=N1)C(=NC(=N2)N)N)C3=CC=C(C=C3)C(=O)NC(CCC(=O)O)C(=O)O. Cell line: NCIH23. Synergy scores: CSS=13.2, Synergy_ZIP=-6.79, Synergy_Bliss=-0.0433, Synergy_Loewe=-9.44, Synergy_HSA=0.00443.